Dataset: Reaction yield outcomes from USPTO patents with 853,638 reactions. Task: Predict the reaction yield, written as a fraction of the theoretical maximum amount of product (1.0 means a 100% yield; for example, 0.34 means a 34% yield). (1) The reactants are BrC1[CH:7]=[CH:6][C:5]([CH3:8])=[CH:4][CH:3]=1.[C:9]([O:17][CH2:18][CH3:19])(=[O:16])[CH2:10][C:11](OCC)=O.P(C(C)(C)C)(C(C)(C)C)C(C)(C)C.[H+].[B-](F)(F)(F)F.[O-]P([O-])([O-])=O.[K+].[K+].[K+].C1OCCOCCOCCOCCOCCOC1. The catalyst is CC([O-])=O.CC([O-])=O.[Pd+2]. The product is [CH3:8][C:5]1[CH:6]=[CH:7][C:11]([CH2:10][C:9]([O:17][CH2:18][CH3:19])=[O:16])=[CH:3][CH:4]=1. The yield is 0.750. (2) The reactants are C([O:8][CH2:9][CH2:10][N:11]([C:45]([O:47][C:48]([CH3:51])([CH3:50])[CH3:49])=[O:46])[C:12]1[CH:44]=[CH:43][C:15]([CH2:16][CH:17]([CH2:25][CH2:26][C@H:27]([NH:35][C:36]([O:38][C:39]([CH3:42])([CH3:41])[CH3:40])=[O:37])[C:28]([O:30][C:31]([CH3:34])([CH3:33])[CH3:32])=[O:29])[C:18]([O:20][C:21]([CH3:24])([CH3:23])[CH3:22])=[O:19])=[CH:14][CH:13]=1)C1C=CC=CC=1. The catalyst is CO.[Pd]. The product is [C:39]([O:38][C:36]([NH:35][C@@H:27]([CH2:26][CH2:25][CH:17]([CH2:16][C:15]1[CH:14]=[CH:13][C:12]([N:11]([C:45]([O:47][C:48]([CH3:51])([CH3:50])[CH3:49])=[O:46])[CH2:10][CH2:9][OH:8])=[CH:44][CH:43]=1)[C:18]([O:20][C:21]([CH3:22])([CH3:23])[CH3:24])=[O:19])[C:28]([O:30][C:31]([CH3:34])([CH3:33])[CH3:32])=[O:29])=[O:37])([CH3:40])([CH3:41])[CH3:42]. The yield is 0.950. (3) The yield is 0.380. The product is [O:26]=[S:2]1(=[O:1])[CH:3]=[CH:4][N:5]([C:8]2[C:13]([F:14])=[CH:12][C:11]([N:15]3[CH2:19][C@H:18]([C:20]([O:22][CH3:23])=[O:21])[O:17][C:16]3=[O:24])=[CH:10][C:9]=2[F:25])[CH2:6][CH2:7]1. The catalyst is O1CCOCC1.O. The reactants are [O:1]=[S:2]1(=[O:26])[CH2:7][CH2:6][N:5]([C:8]2[C:13]([F:14])=[CH:12][C:11]([N:15]3[CH2:19][C@H:18]([C:20]([O:22][CH3:23])=[O:21])[O:17][C:16]3=[O:24])=[CH:10][C:9]=2[F:25])[CH2:4][CH2:3]1.ClC1C(=O)C(C#N)=C(C#N)C(=O)C=1Cl.[O-]S([O-])=O.[Na+].[Na+]. (4) The catalyst is C(Cl)Cl. The product is [NH2:1][C:2]1[N:7]=[CH:6][N:5]=[C:4]2[N:8]([CH2:25][C@@H:26]3[CH2:30][CH2:29][CH2:28][N:27]3[C:31]([C:32](=[CH:33][C:34]([NH:37][CH2:45][CH3:46])([CH3:35])[CH3:36])[C:47]#[N:48])=[O:49])[N:9]=[C:10]([C:11]3[CH:16]=[CH:15][C:14]([O:17][C:18]4[CH:19]=[CH:20][CH:21]=[CH:22][CH:23]=4)=[CH:13][C:12]=3[F:24])[C:3]=12. The yield is 0.160. The reactants are [NH2:1][C:2]1[N:7]=[CH:6][N:5]=[C:4]2[N:8]([CH2:25][C@@H:26]3[CH2:30][CH2:29][CH2:28][N:27]3[C:31](=[O:49])[C:32]([C:47]#[N:48])=[CH:33][C:34]([N:37]([CH2:45][CH3:46])C(=O)OC(C)(C)C)([CH3:36])[CH3:35])[N:9]=[C:10]([C:11]3[CH:16]=[CH:15][C:14]([O:17][C:18]4[CH:23]=[CH:22][CH:21]=[CH:20][CH:19]=4)=[CH:13][C:12]=3[F:24])[C:3]=12.C(O)(C(F)(F)F)=O. (5) The reactants are N([O-])=O.[Na+].[N+:5]([C:8]1[CH:14]=[CH:13][C:11]([NH2:12])=[CH:10][CH:9]=1)([O-:7])=[O:6].[N-:15]=[N+:16]=[N-].[Na+]. The catalyst is O.FC(F)(F)C(O)=O. The product is [N:12]([C:11]1[CH:13]=[CH:14][C:8]([N+:5]([O-:7])=[O:6])=[CH:9][CH:10]=1)=[N+:15]=[N-:16]. The yield is 0.990. (6) The reactants are [CH2:1]([NH2:4])[C:2]#[CH:3].C(=O)(O)[O-].[Na+].[C:10]([O:14][C:15](O[C:15]([O:14][C:10]([CH3:13])([CH3:12])[CH3:11])=[O:16])=[O:16])([CH3:13])([CH3:12])[CH3:11]. The catalyst is C1COCC1.O. The product is [CH2:1]([NH:4][C:15](=[O:16])[O:14][C:10]([CH3:13])([CH3:12])[CH3:11])[C:2]#[CH:3]. The yield is 0.670. (7) The reactants are Cl[CH2:2][CH2:3][CH2:4][CH2:5][N:6]1[C:10]2[C:11](=[O:18])[CH2:12][N:13]([CH3:17])[S:14](=[O:16])(=[O:15])[C:9]=2[CH:8]=[CH:7]1.[F:19][C:20]1[CH:25]=[CH:24][C:23]([N:26]2[CH2:31][CH2:30][NH:29][CH2:28][CH2:27]2)=[CH:22][CH:21]=1.C(=O)([O-])[O-].[K+].[K+].[I-].[Na+]. The catalyst is C(#N)C. The product is [F:19][C:20]1[CH:21]=[CH:22][C:23]([N:26]2[CH2:31][CH2:30][N:29]([CH2:2][CH2:3][CH2:4][CH2:5][N:6]3[C:10]4[C:11](=[O:18])[CH2:12][N:13]([CH3:17])[S:14](=[O:16])(=[O:15])[C:9]=4[CH:8]=[CH:7]3)[CH2:28][CH2:27]2)=[CH:24][CH:25]=1. The yield is 0.840.